Dataset: Full USPTO retrosynthesis dataset with 1.9M reactions from patents (1976-2016). Task: Predict the reactants needed to synthesize the given product. (1) Given the product [C:1]([O:5][C:6]([NH:8][CH2:9][CH2:10][C@H:11]([NH:16][C:17]([C:19]1[C:20](=[O:38])[N:21]([CH:25]([C:26]2[CH:27]=[CH:28][CH:29]=[CH:30][CH:31]=2)[C:32]2[CH:37]=[CH:36][CH:35]=[CH:34][CH:33]=2)[CH:22]=[CH:23][CH:24]=1)=[O:18])[C:12]([OH:14])=[O:13])=[O:7])([CH3:4])([CH3:2])[CH3:3], predict the reactants needed to synthesize it. The reactants are: [C:1]([O:5][C:6]([NH:8][CH2:9][CH2:10][C@H:11]([NH:16][C:17]([C:19]1[C:20](=[O:38])[N:21]([CH:25]([C:32]2[CH:37]=[CH:36][CH:35]=[CH:34][CH:33]=2)[C:26]2[CH:31]=[CH:30][CH:29]=[CH:28][CH:27]=2)[CH:22]=[CH:23][CH:24]=1)=[O:18])[C:12]([O:14]C)=[O:13])=[O:7])([CH3:4])([CH3:3])[CH3:2]. (2) Given the product [Cl:14][C:15]1[C:16]([C:24](=[O:25])[CH:23]([O:32][CH3:33])[O:22][CH3:21])=[N:17][CH:18]=[CH:19][CH:20]=1, predict the reactants needed to synthesize it. The reactants are: C1N2CCN(CC2)C1.C([Li])CCC.[Cl:14][C:15]1[CH:16]=[N:17][CH:18]=[CH:19][CH:20]=1.[CH3:21][O:22][CH:23]([O:32][CH3:33])[C:24](N1CCCCC1)=[O:25].[NH4+].[Cl-].